From a dataset of Reaction yield outcomes from USPTO patents with 853,638 reactions. Predict the reaction yield, written as a fraction of the theoretical maximum amount of product (1.0 means a 100% yield; for example, 0.34 means a 34% yield). The reactants are C(OC([N:8]1[CH2:12][CH2:11][C@@H:10]([NH:13][CH2:14][C:15]2[CH:20]=[CH:19][CH:18]=[CH:17][CH:16]=2)[CH2:9]1)=O)(C)(C)C.[ClH:21]. The catalyst is C(OCC)(=O)C. The product is [ClH:21].[ClH:21].[CH2:14]([NH:13][CH:10]1[CH2:11][CH2:12][NH:8][CH2:9]1)[C:15]1[CH:16]=[CH:17][CH:18]=[CH:19][CH:20]=1. The yield is 0.510.